This data is from Reaction yield outcomes from USPTO patents with 853,638 reactions. The task is: Predict the reaction yield, written as a fraction of the theoretical maximum amount of product (1.0 means a 100% yield; for example, 0.34 means a 34% yield). (1) The reactants are C(O[C:6](=[O:19])[NH:7][C:8]1[S:9][C:10]2[CH:16]=[CH:15][CH:14]=[C:13]([O:17][CH3:18])[C:11]=2[N:12]=1)(C)(C)C.[CH2:20]([NH2:26])C1OC=CC=1.[O:27]1[CH2:32][CH2:31]O[CH2:29][CH2:28]1. No catalyst specified. The product is [O:27]1[CH:32]=[CH:31][CH:29]=[C:28]1[N:26]([CH3:20])[C:6]([NH:7][C:8]1[S:9][C:10]2[CH:16]=[CH:15][CH:14]=[C:13]([O:17][CH3:18])[C:11]=2[N:12]=1)=[O:19]. The yield is 0.920. (2) The reactants are [NH2:1][C:2]1[N:7]=[C:6]([NH2:8])[C:5]([CH:9]=[O:10])=[C:4]([NH:11][CH2:12][CH3:13])[N:3]=1.[F:14][C:15]([F:26])([F:25])[C:16]1[CH:21]=[CH:20][CH:19]=[CH:18][C:17]=1[C:22](=O)[CH3:23].[OH-:27].[K+]. The catalyst is C(O)C. The product is [F:14][C:15]([F:26])([F:25])[C:16]([OH:10])=[O:27].[CH2:12]([NH:11][C:4]1[C:5]2[CH:9]=[CH:23][C:22]([C:17]3[CH:18]=[CH:19][CH:20]=[CH:21][C:16]=3[C:15]([F:26])([F:25])[F:14])=[N:8][C:6]=2[N:7]=[C:2]([NH2:1])[N:3]=1)[CH3:13]. The yield is 0.240. (3) No catalyst specified. The product is [F:18][C:11]([F:10])([F:17])[C:12]([N:49]1[CH2:50][CH2:51][N:46]([C:27]([C:28]2[CH:33]=[CH:32][CH:31]=[CH:30][CH:29]=2)([C:40]2[CH:41]=[CH:42][CH:43]=[CH:44][CH:45]=2)[C:34]2[CH:35]=[CH:36][CH:37]=[CH:38][CH:39]=2)[CH2:47][CH2:48]1)=[O:14]. The yield is 1.00. The reactants are C(N(C(C)C)CC)(C)C.[F:10][C:11]([F:18])([F:17])[C:12]([O:14]CC)=O.C(O)(=O)CCC(O)=O.[C:27]([N:46]1[CH2:51][CH2:50][NH:49][CH2:48][CH2:47]1)([C:40]1[CH:45]=[CH:44][CH:43]=[CH:42][CH:41]=1)([C:34]1[CH:39]=[CH:38][CH:37]=[CH:36][CH:35]=1)[C:28]1[CH:33]=[CH:32][CH:31]=[CH:30][CH:29]=1. (4) The reactants are [F:1][C:2]1[CH:11]=[CH:10][C:9]([CH3:12])=[CH:8][C:3]=1[C:4]([NH:6][NH2:7])=[O:5].[Br:13][CH:14]([CH3:25])[C:15](OCC)(OCC)OCC. No catalyst specified. The product is [Br:13][CH:14]([C:25]1[O:5][C:4]([C:3]2[CH:8]=[C:9]([CH3:12])[CH:10]=[CH:11][C:2]=2[F:1])=[N:6][N:7]=1)[CH3:15]. The yield is 0.270. (5) The reactants are [S-:1][C:2]#[N:3].[NH4+].[C:5](Cl)(=[O:12])[C:6]1[CH:11]=[CH:10][CH:9]=[CH:8][CH:7]=1.[NH2:14][C:15]1[CH:24]=[C:23]2[C:18]([CH:19]=[CH:20][CH:21]=[C:22]2[N:25]2[CH2:30][CH2:29][N:28]([CH3:31])[CH2:27][CH2:26]2)=[CH:17][CH:16]=1. The catalyst is CC(C)=O. The product is [C:5]([NH:3][C:2]([NH:14][C:15]1[CH:24]=[C:23]2[C:18]([CH:19]=[CH:20][CH:21]=[C:22]2[N:25]2[CH2:30][CH2:29][N:28]([CH3:31])[CH2:27][CH2:26]2)=[CH:17][CH:16]=1)=[S:1])(=[O:12])[C:6]1[CH:11]=[CH:10][CH:9]=[CH:8][CH:7]=1. The yield is 0.770. (6) The reactants are C1(P(C2C=CC=CC=2)C2C=CC=CC=2)C=CC=CC=1.O[CH2:21][C:22]1[CH:23]=[C:24]([CH3:41])[CH:25]=[C:26]2[C:31]=1[O:30][CH:29]([C:32]([F:35])([F:34])[F:33])[C:28]([C:36]([O:38][CH2:39][CH3:40])=[O:37])=[CH:27]2.N1C=CN=C1.[I:47]I. The catalyst is C(Cl)Cl. The product is [I:47][CH2:21][C:22]1[CH:23]=[C:24]([CH3:41])[CH:25]=[C:26]2[C:31]=1[O:30][CH:29]([C:32]([F:35])([F:34])[F:33])[C:28]([C:36]([O:38][CH2:39][CH3:40])=[O:37])=[CH:27]2. The yield is 0.790.